This data is from Full USPTO retrosynthesis dataset with 1.9M reactions from patents (1976-2016). The task is: Predict the reactants needed to synthesize the given product. Given the product [C:13]([C:10]1[CH:11]=[CH:12][C:7]([B:23]([OH:24])[OH:22])=[CH:8][CH:9]=1)(=[O:14])[CH3:18], predict the reactants needed to synthesize it. The reactants are: C([Li])CCC.Br[C:7]1[CH:12]=[CH:11][C:10]([C:13]2([CH3:18])OCC[O:14]2)=[CH:9][CH:8]=1.C([O:22][B:23](OC(C)C)[O:24]C(C)C)(C)C.Cl.